Dataset: Forward reaction prediction with 1.9M reactions from USPTO patents (1976-2016). Task: Predict the product of the given reaction. (1) Given the reactants [C:1]([C:5]1[CH:6]=[C:7]([N+:18]([O-])=O)[C:8]([O:16][CH3:17])=[C:9]([C:11]2[O:12][CH:13]=[N:14][N:15]=2)[CH:10]=1)([CH3:4])([CH3:3])[CH3:2].[NH4+].[Cl-], predict the reaction product. The product is: [C:1]([C:5]1[CH:10]=[C:9]([C:11]2[O:12][CH:13]=[N:14][N:15]=2)[C:8]([O:16][CH3:17])=[C:7]([CH:6]=1)[NH2:18])([CH3:4])([CH3:2])[CH3:3]. (2) Given the reactants Br[C:2]1[C:11]2[CH2:10][N:9]([CH2:12][CH2:13][CH3:14])[CH2:8][CH2:7][C:6]=2[C:5]([NH2:15])=[C:4]([N+:16]([O-])=O)[CH:3]=1, predict the reaction product. The product is: [CH2:12]([N:9]1[CH2:8][CH2:7][C:6]2[C:11](=[CH:2][CH:3]=[C:4]([NH2:16])[C:5]=2[NH2:15])[CH2:10]1)[CH2:13][CH3:14]. (3) Given the reactants [Cl:1][C:2]1[C:3]([OH:12])=[C:4]([CH:8]=[C:9]([Cl:11])[CH:10]=1)[C:5]([OH:7])=O.[CH2:13]([NH2:15])[CH3:14], predict the reaction product. The product is: [Cl:1][C:2]1[C:3]([OH:12])=[C:4]([CH:8]=[C:9]([Cl:11])[CH:10]=1)[C:5]([NH:15][CH2:13][CH3:14])=[O:7]. (4) Given the reactants Cl[C:2]1[N:7]=[C:6]([C:8]2[CH:13]=[CH:12][C:11]([C:14]([F:17])([F:16])[F:15])=[C:10]([O:18][CH2:19][CH3:20])[CH:9]=2)[CH:5]=[C:4]([C:21]([F:24])([F:23])[F:22])[N:3]=1.[Br:25][C:26]1[CH:27]=[C:28](B(O)O)[CH:29]=[CH:30][CH:31]=1, predict the reaction product. The product is: [Br:25][C:26]1[CH:31]=[C:30]([C:2]2[N:7]=[C:6]([C:8]3[CH:13]=[CH:12][C:11]([C:14]([F:17])([F:16])[F:15])=[C:10]([O:18][CH2:19][CH3:20])[CH:9]=3)[CH:5]=[C:4]([C:21]([F:24])([F:23])[F:22])[N:3]=2)[CH:29]=[CH:28][CH:27]=1. (5) Given the reactants [Br:1][CH2:2][CH2:3][CH2:4][CH2:5][CH2:6][CH2:7][O:8][CH2:9][CH2:10][C:11]#[C:12][C:13]1[CH:14]=[C:15]([S:19]([NH2:22])(=[O:21])=[O:20])[CH:16]=[CH:17][CH:18]=1.C, predict the reaction product. The product is: [Br:1][CH2:2][CH2:3][CH2:4][CH2:5][CH2:6][CH2:7][O:8][CH2:9][CH2:10][CH2:11][CH2:12][C:13]1[CH:14]=[C:15]([S:19]([NH2:22])(=[O:20])=[O:21])[CH:16]=[CH:17][CH:18]=1. (6) Given the reactants I[C:2]1[N:19]=[C:18]2[C:5](=[N:6][CH2:7][N:8]2[C@@H:9]2[O:17][C@H:14]([CH2:15][OH:16])[C@@H:12]([OH:13])[C@H:10]2[OH:11])[C:4]([NH:21][CH3:22])(N)[N:3]=1.[CH2:23]([O:26][C:27]1[CH:32]=[CH:31][CH:30]=[CH:29][CH:28]=1)[C:24]#[CH:25].C(N(CC)CC)C, predict the reaction product. The product is: [OH:16][CH2:15][C@H:14]1[O:17][C@@H:9]([N:8]2[CH:7]=[N:6][C:5]3[C:18]2=[N:19][C:2]([C:25]#[C:24][CH2:23][O:26][C:27]2[CH:32]=[CH:31][CH:30]=[CH:29][CH:28]=2)=[N:3][C:4]=3[NH:21][CH3:22])[C@H:10]([OH:11])[C@@H:12]1[OH:13]. (7) Given the reactants C1(C)C=CC(S([O-])(=O)=O)=CC=1.[NH+]1C=CC=CC=1.C(OC([O:23][CH:24]1[CH2:36][CH2:35][C:34]([O:38]C(OCC)C)([CH3:37])[CH:33]([O:44][C:45](=[O:53])[CH2:46][N:47]2[CH2:52][CH2:51][O:50][CH2:49][CH2:48]2)[CH:32]=[CH:31][CH:30]([CH3:54])[CH:29](/[C:55](/[CH3:76])=[CH:56]/[CH:57]=[CH:58]/[CH:59]([CH3:75])[CH2:60][CH:61]2[O:74][CH:62]2[CH:63]([CH3:73])[CH:64]([O:67]C(OCC)C)[CH2:65][CH3:66])[O:28][C:26](=[O:27])[CH2:25]1)C)C, predict the reaction product. The product is: [OH:23][CH:24]1[CH2:36][CH2:35][C:34]([OH:38])([CH3:37])[CH:33]([O:44][C:45](=[O:53])[CH2:46][N:47]2[CH2:48][CH2:49][O:50][CH2:51][CH2:52]2)[CH:32]=[CH:31][CH:30]([CH3:54])[CH:29](/[C:55](/[CH3:76])=[CH:56]/[CH:57]=[CH:58]/[CH:59]([CH3:75])[CH2:60][CH:61]2[O:74][CH:62]2[CH:63]([CH3:73])[CH:64]([OH:67])[CH2:65][CH3:66])[O:28][C:26](=[O:27])[CH2:25]1. (8) Given the reactants [NH2:1][C:2]1[CH:7]=[CH:6][CH:5]=[CH:4][N:3]=1.O=[C:9]([CH3:16])[CH2:10][C:11]([O:13]CC)=[O:12], predict the reaction product. The product is: [C:11]([OH:13])(=[O:12])[CH3:10].[CH3:16][C:9]1[N:1]=[C:2]2[CH:7]=[CH:6][CH:5]=[CH:4][N:3]2[C:11](=[O:12])[CH:10]=1.